Dataset: Reaction yield outcomes from USPTO patents with 853,638 reactions. Task: Predict the reaction yield, written as a fraction of the theoretical maximum amount of product (1.0 means a 100% yield; for example, 0.34 means a 34% yield). (1) The reactants are [N:1]1[CH:6]=[CH:5][C:4](B(O)O)=[CH:3][CH:2]=1.[CH3:10][C:11]1[N:12]=[C:13]([C:16]2[C:17](=[O:39])[N:18]3[CH2:24][CH2:23][CH2:22][C:21]4[CH:25]=[CH:26][N:27]=[CH:28][C:20]=4[C:19]3=[C:29](OS(C(F)(F)F)(=O)=O)[CH:30]=2)[S:14][CH:15]=1.P([O-])([O-])([O-])=O.[K+].[K+].[K+].O. The catalyst is CN(C=O)C.[Pd].C1(P(C2C=CC=CC=2)C2C=CC=CC=2)C=CC=CC=1.C1(P(C2C=CC=CC=2)C2C=CC=CC=2)C=CC=CC=1.C1(P(C2C=CC=CC=2)C2C=CC=CC=2)C=CC=CC=1.C1(P(C2C=CC=CC=2)C2C=CC=CC=2)C=CC=CC=1. The product is [CH3:10][C:11]1[N:12]=[C:13]([C:16]2[C:17](=[O:39])[N:18]3[CH2:24][CH2:23][CH2:22][C:21]4[CH:25]=[CH:26][N:27]=[CH:28][C:20]=4[C:19]3=[C:29]([C:4]3[CH:5]=[CH:6][N:1]=[CH:2][CH:3]=3)[CH:30]=2)[S:14][CH:15]=1. The yield is 0.360. (2) The reactants are [Cl:1][C:2]1[C:10]2[N:9]=[C:8]3[N:11]([C:15]4[CH:20]=[CH:19][C:18]([Cl:21])=[CH:17][C:16]=4[Cl:22])[CH2:12][CH2:13][CH2:14][N:7]3[C:6]=2[C:5]([CH:23]([CH:25]2[CH2:27][CH2:26]2)[OH:24])=[CH:4][CH:3]=1.[H-].[Na+].I[CH2:31][CH3:32].[Cl-].[NH4+]. The catalyst is CN(C)C=O. The product is [Cl:1][C:2]1[C:10]2[N:9]=[C:8]3[N:11]([C:15]4[CH:20]=[CH:19][C:18]([Cl:21])=[CH:17][C:16]=4[Cl:22])[CH2:12][CH2:13][CH2:14][N:7]3[C:6]=2[C:5]([CH:23]([CH:25]2[CH2:27][CH2:26]2)[O:24][CH2:31][CH3:32])=[CH:4][CH:3]=1. The yield is 0.690. (3) The catalyst is CC#N. The product is [O:21]=[C:15]1[CH:14]([N:7]2[C:6](=[O:22])[C:5]3[C:9](=[CH:10][CH:11]=[CH:12][C:4]=3[CH2:3][NH:2][C:35]([C:31]3[S:30][CH:34]=[CH:33][N:32]=3)=[O:36])[C:8]2=[O:13])[CH2:19][CH2:18][C:17](=[O:20])[NH:16]1. The reactants are Cl.[NH2:2][CH2:3][C:4]1[CH:12]=[CH:11][CH:10]=[C:9]2[C:5]=1[C:6](=[O:22])[N:7]([CH:14]1[CH2:19][CH2:18][C:17](=[O:20])[NH:16][C:15]1=[O:21])[C:8]2=[O:13].C(N(CC)CC)C.[S:30]1[CH:34]=[CH:33][N:32]=[C:31]1[C:35](Cl)=[O:36]. The yield is 0.740. (4) The reactants are [F:1][CH:2]([F:36])[C:3]1[CH:8]=[CH:7][CH:6]=[CH:5][C:4]=1[C:9]1[S:13][C:12]2[CH:14]=[C:15]([O:18]C)[CH:16]=[CH:17][C:11]=2[C:10]=1[O:20][C:21]1[CH:26]=[CH:25][C:24](/[CH:27]=[CH:28]/[C:29]([O:31][C:32]([CH3:35])([CH3:34])[CH3:33])=[O:30])=[CH:23][CH:22]=1.C1(S)C=CC=CC=1.C([O-])([O-])=O.[K+].[K+]. The yield is 0.770. The product is [F:36][CH:2]([F:1])[C:3]1[CH:8]=[CH:7][CH:6]=[CH:5][C:4]=1[C:9]1[S:13][C:12]2[CH:14]=[C:15]([OH:18])[CH:16]=[CH:17][C:11]=2[C:10]=1[O:20][C:21]1[CH:26]=[CH:25][C:24](/[CH:27]=[CH:28]/[C:29]([O:31][C:32]([CH3:34])([CH3:33])[CH3:35])=[O:30])=[CH:23][CH:22]=1. The catalyst is CN1CCCC1=O. (5) The reactants are Cl.[NH2:2][C:3]1[CH:4]=[C:5]([N:9]2[C:13]([CH3:14])=[C:12]([C:15]([N:17]3[CH2:22][CH2:21][CH:20]([N:23]4[CH2:27][CH2:26][CH2:25][CH2:24]4)[CH2:19][CH2:18]3)=[O:16])[C:11]([CH3:28])=[N:10]2)[CH:6]=[CH:7][CH:8]=1.[Cl:29][C:30]1[CH:38]=[CH:37][C:33]([C:34](Cl)=[O:35])=[CH:32][CH:31]=1. No catalyst specified. The product is [Cl:29][C:30]1[CH:38]=[CH:37][C:33]([C:34]([NH:2][C:3]2[CH:8]=[CH:7][CH:6]=[C:5]([N:9]3[C:13]([CH3:14])=[C:12]([C:15]([N:17]4[CH2:22][CH2:21][CH:20]([N:23]5[CH2:24][CH2:25][CH2:26][CH2:27]5)[CH2:19][CH2:18]4)=[O:16])[C:11]([CH3:28])=[N:10]3)[CH:4]=2)=[O:35])=[CH:32][CH:31]=1. The yield is 0.620.